From a dataset of Forward reaction prediction with 1.9M reactions from USPTO patents (1976-2016). Predict the product of the given reaction. (1) Given the reactants [CH3:1][C:2]1[CH:7]=[C:6]([NH:8][C:9]([C:22]2[CH:27]=[CH:26][CH:25]=[CH:24][CH:23]=2)([C:16]2[CH:21]=[CH:20][CH:19]=[CH:18][CH:17]=2)[C:10]2[CH:15]=[CH:14][CH:13]=[CH:12][CH:11]=2)[N:5]=[C:4]([CH2:28][CH2:29][C:30](O)=[O:31])[CH:3]=1.[NH2:33][C:34]1[C:39]([NH2:40])=[CH:38][C:37]([I:41])=[CH:36][N:35]=1.C(N(C(C)C)CC)(C)C, predict the reaction product. The product is: [NH2:33][C:34]1[C:39]([NH:40][C:30](=[O:31])[CH2:29][CH2:28][C:4]2[CH:3]=[C:2]([CH3:1])[CH:7]=[C:6]([NH:8][C:9]([C:16]3[CH:17]=[CH:18][CH:19]=[CH:20][CH:21]=3)([C:10]3[CH:11]=[CH:12][CH:13]=[CH:14][CH:15]=3)[C:22]3[CH:23]=[CH:24][CH:25]=[CH:26][CH:27]=3)[N:5]=2)=[CH:38][C:37]([I:41])=[CH:36][N:35]=1. (2) Given the reactants [CH2:1]([C:3]1[CH:4]=[CH:5][C:6]([CH3:12])=[C:7](C(=O)C)[CH:8]=1)[CH3:2].C(C1C=CC(C)=CC=1C(=[O:24])C)C.ClC1C=CC=C(C(OO)=O)C=1.C1(C)C=CC(S(O)(=O)=O)=CC=1.C([O-])([O-])=O.[K+].[K+], predict the reaction product. The product is: [CH2:1]([C:3]1[CH:4]=[CH:5][C:6]([CH3:12])=[C:7]([OH:24])[CH:8]=1)[CH3:2]. (3) Given the reactants [C:1]([NH2:10])(=[O:9])[C:2]1[C:3](=[CH:5][CH:6]=[CH:7][CH:8]=1)[NH2:4].[CH3:11][O:12][C:13]1[CH:14]=[C:15]([CH2:21][C:22](O)=O)[CH:16]=[CH:17][C:18]=1[O:19][CH3:20].ON1C2C=CC=CC=2N=N1, predict the reaction product. The product is: [CH3:11][O:12][C:13]1[CH:14]=[C:15]([CH:16]=[CH:17][C:18]=1[O:19][CH3:20])[CH2:21][C:22]1[N:10]=[C:1]([OH:9])[C:2]2[C:3](=[CH:5][CH:6]=[CH:7][CH:8]=2)[N:4]=1.